This data is from Full USPTO retrosynthesis dataset with 1.9M reactions from patents (1976-2016). The task is: Predict the reactants needed to synthesize the given product. (1) The reactants are: [CH3:1][O:2][CH2:3][CH2:4][N:5]1[CH2:11][CH2:10][C:9]2[CH:12]=[C:13]([NH2:16])[CH:14]=[CH:15][C:8]=2[CH2:7][CH2:6]1.Cl[C:18]1[N:23]=[C:22]([NH:24][C:25]2[C:30]([O:31][CH:32]3[CH2:37][CH2:36][O:35][CH2:34][CH2:33]3)=[CH:29][CH:28]=[CH:27][C:26]=2[F:38])[C:21]([Cl:39])=[CH:20][N:19]=1. Given the product [Cl:39][C:21]1[C:22]([NH:24][C:25]2[C:30]([O:31][CH:32]3[CH2:33][CH2:34][O:35][CH2:36][CH2:37]3)=[CH:29][CH:28]=[CH:27][C:26]=2[F:38])=[N:23][C:18]([NH:16][C:13]2[CH:14]=[CH:15][C:8]3[CH2:7][CH2:6][N:5]([CH2:4][CH2:3][O:2][CH3:1])[CH2:11][CH2:10][C:9]=3[CH:12]=2)=[N:19][CH:20]=1, predict the reactants needed to synthesize it. (2) Given the product [CH2:1]([CH:3]([CH:4]1[O:19][C:14](=[O:18])[CH2:15][O:5]1)[CH2:6][CH2:7][CH2:8][CH3:9])[CH3:2], predict the reactants needed to synthesize it. The reactants are: [CH2:1]([CH:3]([CH2:6][CH2:7][CH2:8][CH3:9])[CH:4]=[O:5])[CH3:2].C(Cl)(Cl)Cl.[C:14]([OH:19])(=[O:18])[CH:15](C)O. (3) The reactants are: S1C=C[N:3]=C1C1C=CC=CC=1N.[Cl:13][C:14]1[N:19]=[C:18](C2C=CC=CC=2)[N:17]=[C:16](C(Cl)=O)[CH:15]=1.[CH3:29][OH:30]. Given the product [Cl:13][C:14]1[CH:15]=[CH:16][N:17]=[C:18]([C:29]([NH2:3])=[O:30])[N:19]=1, predict the reactants needed to synthesize it. (4) Given the product [NH2:17][C:10]1[C:9]2[C:14](=[CH:15][CH:16]=[C:7]([C:5]3[S:6][C:2]([NH:1][C:33]4[N:51]=[CH:50][CH:49]=[CH:48][C:34]=4[C:35]([NH:37][C@H:38]([C:40]4[CH:45]=[CH:44][C:43]([F:46])=[C:42]([F:47])[CH:41]=4)[CH3:39])=[O:36])=[CH:3][CH:4]=3)[CH:8]=2)[N:13]=[CH:12][N:11]=1, predict the reactants needed to synthesize it. The reactants are: [NH2:1][C:2]1[S:6][C:5]([C:7]2[CH:8]=[C:9]3[C:14](=[CH:15][CH:16]=2)[N:13]=[CH:12][N:11]=[C:10]3[N:17](C(OC(C)(C)C)=O)C(OC(C)(C)C)=O)=[CH:4][CH:3]=1.Br[C:33]1[N:51]=[CH:50][CH:49]=[CH:48][C:34]=1[C:35]([NH:37][C@H:38]([C:40]1[CH:45]=[CH:44][C:43]([F:46])=[C:42]([F:47])[CH:41]=1)[CH3:39])=[O:36].C([O-])([O-])=O.[Cs+].[Cs+].CC1(C)C2C(=C(P(C3C=CC=CC=3)C3C=CC=CC=3)C=CC=2)OC2C(P(C3C=CC=CC=3)C3C=CC=CC=3)=CC=CC1=2. (5) Given the product [Br:9][C:5]1[C:6]([CH3:8])=[CH:7][C:2]([C:17]2[CH:16]=[CH:15][CH:14]=[C:13]([O:12][CH2:10][CH3:11])[CH:18]=2)=[N:3][CH:4]=1, predict the reactants needed to synthesize it. The reactants are: Br[C:2]1[CH:7]=[C:6]([CH3:8])[C:5]([Br:9])=[CH:4][N:3]=1.[CH2:10]([O:12][C:13]1[CH:14]=[C:15](B(O)O)[CH:16]=[CH:17][CH:18]=1)[CH3:11]. (6) Given the product [C:2]([C:5]1[N:6]=[C:7]([C@H:16]2[CH2:17][CH2:18][C@H:19]([C:22]([NH:24][CH2:25][CH2:26][NH:27][C:28]([C:30]3[C:31]([C:41]([F:42])([F:44])[F:43])=[N:32][N:33]([C:35]4[CH:40]=[CH:39][CH:38]=[CH:37][CH:36]=4)[CH:34]=3)=[O:29])=[O:23])[CH2:20][CH2:21]2)[O:8][C:9]=1[C:10]1[CH:15]=[CH:14][CH:13]=[CH:12][CH:11]=1)#[N:3], predict the reactants needed to synthesize it. The reactants are: [Cu][C:2]#[N:3].Br[C:5]1[N:6]=[C:7]([C@H:16]2[CH2:21][CH2:20][C@H:19]([C:22]([NH:24][CH2:25][CH2:26][NH:27][C:28]([C:30]3[C:31]([C:41]([F:44])([F:43])[F:42])=[N:32][N:33]([C:35]4[CH:40]=[CH:39][CH:38]=[CH:37][CH:36]=4)[CH:34]=3)=[O:29])=[O:23])[CH2:18][CH2:17]2)[O:8][C:9]=1[C:10]1[CH:15]=[CH:14][CH:13]=[CH:12][CH:11]=1. (7) Given the product [ClH:104].[ClH:104].[CH2:79]([O:78][C:73]1[C:72]([O:83][CH3:84])=[CH:71][C:70]([CH2:69][C:64]2[C:63]3[C:68](=[C:59]([NH2:103])[C:60]([O:85][CH2:86][CH3:87])=[CH:61][CH:62]=3)[CH:67]=[N:66][CH:65]=2)=[CH:75][C:74]=1[O:76][CH3:77])[CH:80]([CH3:82])[CH3:81], predict the reactants needed to synthesize it. The reactants are: C1C=CC(P(C2C(C3C(P(C4C=CC=CC=4)C4C=CC=CC=4)=CC=C4C=3C=CC=C4)=C3C(C=CC=C3)=CC=2)C2C=CC=CC=2)=CC=1.C([O-])([O-])=O.[Cs+].[Cs+].FC(F)(F)S(O[C:59]1[C:60]([O:85][CH2:86][CH3:87])=[CH:61][CH:62]=[C:63]2[C:68]=1[CH:67]=[N:66][CH:65]=[C:64]2[CH2:69][C:70]1[CH:75]=[C:74]([O:76][CH3:77])[C:73]([O:78][CH2:79][CH:80]([CH3:82])[CH3:81])=[C:72]([O:83][CH3:84])[CH:71]=1)(=O)=O.C(=[NH:103])(C1C=CC=CC=1)C1C=CC=CC=1.[ClH:104].CO. (8) Given the product [OH:18][CH2:17][CH2:16][CH2:15][CH2:14][CH2:13][N:12]1[C:1](=[O:11])[C:2]2=[CH:10][CH:9]=[CH:8][CH:7]=[C:3]2[C:4]1=[O:6], predict the reactants needed to synthesize it. The reactants are: [C:1]1(=[O:11])[O:6][C:4](=O)[C:3]2=[CH:7][CH:8]=[CH:9][CH:10]=[C:2]12.[NH2:12][CH2:13][CH2:14][CH2:15][CH2:16][CH2:17][OH:18]. (9) Given the product [Br:1][C:2]1[CH:7]=[CH:6][C:5]([S:11]([CH3:10])(=[O:13])=[O:12])=[C:4]([CH3:9])[CH:3]=1, predict the reactants needed to synthesize it. The reactants are: [Br:1][C:2]1[CH:7]=[CH:6][C:5](I)=[C:4]([CH3:9])[CH:3]=1.[CH3:10][S:11]([OH:13])=[O:12].[Na].